This data is from Reaction yield outcomes from USPTO patents with 853,638 reactions. The task is: Predict the reaction yield, written as a fraction of the theoretical maximum amount of product (1.0 means a 100% yield; for example, 0.34 means a 34% yield). (1) The reactants are [CH3:1][CH:2]([CH2:5][C:6]1[CH:11]=[CH:10][CH:9]=[CH:8][CH:7]=1)[CH2:3][OH:4].[H-].[Na+].Cl[S:15]([N:18]=C=O)(=[O:17])=[O:16].C(O)=O. The catalyst is CC#N.CN(C=O)C. The product is [S:15](=[O:17])(=[O:16])([O:4][CH2:3][CH:2]([CH3:1])[CH2:5][C:6]1[CH:11]=[CH:10][CH:9]=[CH:8][CH:7]=1)[NH2:18]. The yield is 0.870. (2) The reactants are Cl.N[OH:3].[C:4]([O:7]C(=O)C)(=[O:6])C.O.[N:12]1[CH:17]=[CH:16][CH:15]=[CH:14][CH:13]=1. No catalyst specified. The product is [C:17]([C:16]1[O:3][C:13]([C:4]([OH:7])=[O:6])=[CH:14][CH:15]=1)#[N:12]. The yield is 0.900. (3) The reactants are [N+:1]([C:4]1[CH:9]=[CH:8][C:7]([CH:10]([CH2:15][C:16]([OH:18])=O)[CH2:11][C:12](O)=[O:13])=[CH:6][CH:5]=1)([O-:3])=[O:2].ClC(OC)=O.C([N:26](CC)CC)C.N.CC([O-])=O.[Na+].C(OC(=O)C)(=O)C. The catalyst is O1CCOCC1. The product is [N+:1]([C:4]1[CH:9]=[CH:8][C:7]([CH:10]2[CH2:15][C:16](=[O:18])[NH:26][C:12](=[O:13])[CH2:11]2)=[CH:6][CH:5]=1)([O-:3])=[O:2]. The yield is 0.430. (4) The catalyst is C1C=CC(/C=C/C(/C=C/C2C=CC=CC=2)=O)=CC=1.C1C=CC(/C=C/C(/C=C/C2C=CC=CC=2)=O)=CC=1.C1C=CC(/C=C/C(/C=C/C2C=CC=CC=2)=O)=CC=1.[Pd].[Pd]. The yield is 0.940. The product is [N:27]1([C:32]2[CH:44]=[CH:43][C:42]3[C:41]4[C:36](=[CH:37][CH:38]=[CH:39][CH:40]=4)[N:35]([C:18]4[CH:17]=[CH:16][CH:15]=[C:20]([C:8]5([C:21]6[CH:26]=[CH:25][CH:24]=[CH:23][N:22]=6)[C:4]6[CH:5]=[CH:6][CH:7]=[CH:2][C:3]=6[C:10]6[C:9]5=[CH:14][CH:13]=[CH:12][CH:11]=6)[CH:19]=4)[C:34]=3[CH:33]=2)[CH:31]=[CH:30][CH:29]=[N:28]1. The reactants are Br[C:2]1[CH:3]=[C:4]([C:8]2([C:21]3[CH:26]=[CH:25][CH:24]=[CH:23][N:22]=3)[C:20]3[CH:19]=[CH:18][CH:17]=[CH:16][C:15]=3[C:14]3[C:9]2=[CH:10][CH:11]=[CH:12][CH:13]=3)[CH:5]=[CH:6][CH:7]=1.[N:27]1([C:32]2[CH:44]=[CH:43][C:42]3[C:41]4[C:36](=[CH:37][CH:38]=[CH:39][CH:40]=4)[NH:35][C:34]=3[CH:33]=2)[CH:31]=[CH:30][CH:29]=[N:28]1.CC(P(C(C)(C)C)C1C(C2C=CC=CC=2)=CC=CC=1)(C)C.CC([O-])(C)C.[Na+]. (5) The reactants are [Br:1][C:2]1[CH:3]=[C:4]([CH2:8][CH2:9][NH2:10])[CH:5]=[CH:6][CH:7]=1.N1C(C)=CC=CC=1C.[F:19][C:20]([F:31])([F:30])[C:21](O[C:21](=[O:22])[C:20]([F:31])([F:30])[F:19])=[O:22].O. The catalyst is ClCCl. The product is [Br:1][C:2]1[CH:3]=[C:4]([CH:5]=[CH:6][CH:7]=1)[CH2:8][CH2:9][NH:10][C:21](=[O:22])[C:20]([F:31])([F:30])[F:19]. The yield is 0.990.